The task is: Predict the reaction yield, written as a fraction of the theoretical maximum amount of product (1.0 means a 100% yield; for example, 0.34 means a 34% yield).. This data is from Reaction yield outcomes from USPTO patents with 853,638 reactions. (1) The reactants are [N:1]1([C:8]2[C:9]([C:22]3[CH:32]=[CH:31][C:25]4[O:26][C:27]([F:30])([F:29])[O:28][C:24]=4[CH:23]=3)=[N:10][C:11]3[C:16]([N:17]=2)=[CH:15][C:14]([C:18]([O:20]C)=[O:19])=[CH:13][CH:12]=3)[CH2:7][CH2:6][CH2:5][CH2:4][CH2:3][CH2:2]1.[OH-].[Na+]. The catalyst is CO.O. The product is [N:1]1([C:8]2[C:9]([C:22]3[CH:32]=[CH:31][C:25]4[O:26][C:27]([F:30])([F:29])[O:28][C:24]=4[CH:23]=3)=[N:10][C:11]3[C:16]([N:17]=2)=[CH:15][C:14]([C:18]([OH:20])=[O:19])=[CH:13][CH:12]=3)[CH2:7][CH2:6][CH2:5][CH2:4][CH2:3][CH2:2]1. The yield is 0.660. (2) The reactants are FC(F)(F)C(O)=O.[Cl:8][C:9]1[C:10]([F:37])=[C:11]([CH:15]2[C:19]([C:22]3[CH:27]=[CH:26][C:25]([Cl:28])=[CH:24][N:23]=3)([C:20]#[N:21])[CH:18]([CH2:29][C:30]([CH3:33])([CH3:32])[CH3:31])[NH:17][CH:16]2[C:34](O)=[O:35])[CH:12]=[CH:13][CH:14]=1.[CH3:38][C:39]1([CH3:47])[O:43][C@@H:42]([CH2:44][CH2:45][NH2:46])[CH2:41][O:40]1.CN(C(ON1N=NC2C=CC=NC1=2)=[N+](C)C)C.F[P-](F)(F)(F)(F)F.CCN(C(C)C)C(C)C. The catalyst is C(Cl)Cl. The product is [CH3:38][C:39]1([CH3:47])[O:43][C@@H:42]([CH2:44][CH2:45][NH:46][C:34]([CH:16]2[CH:15]([C:11]3[CH:12]=[CH:13][CH:14]=[C:9]([Cl:8])[C:10]=3[F:37])[C:19]([C:22]3[CH:27]=[CH:26][C:25]([Cl:28])=[CH:24][N:23]=3)([C:20]#[N:21])[CH:18]([CH2:29][C:30]([CH3:31])([CH3:32])[CH3:33])[NH:17]2)=[O:35])[CH2:41][O:40]1. The yield is 0.650.